From a dataset of Forward reaction prediction with 1.9M reactions from USPTO patents (1976-2016). Predict the product of the given reaction. (1) Given the reactants [F:1][C:2]1[CH:21]=[CH:20][C:19]([N+:22]([O-])=O)=[CH:18][C:3]=1[C:4]([NH:6][CH2:7][C:8]([O:10]CC1C=CC=CC=1)=[O:9])=[O:5], predict the reaction product. The product is: [NH2:22][C:19]1[CH:20]=[CH:21][C:2]([F:1])=[C:3]([CH:18]=1)[C:4]([NH:6][CH2:7][C:8]([OH:10])=[O:9])=[O:5]. (2) The product is: [CH3:3][C:4]1([CH3:46])[C:8](=[O:9])[N:7]([C:10]2[CH:15]=[CH:14][C:13]([N:16]([CH3:47])[C:17](=[O:19])[CH3:18])=[C:12]([C:20]([F:23])([F:22])[F:21])[CH:11]=2)[C:6](=[O:24])[N:5]1[CH2:25][CH2:26][CH2:27][CH2:28][CH2:29][CH2:30][CH2:31][CH2:32][CH2:33][S:34]([CH2:36][CH2:37][CH2:38][C:39]([F:45])([F:44])[C:40]([F:41])([F:42])[F:43])=[O:35]. Given the reactants [H-].[Na+].[CH3:3][C:4]1([CH3:46])[C:8](=[O:9])[N:7]([C:10]2[CH:15]=[CH:14][C:13]([NH:16][C:17](=[O:19])[CH3:18])=[C:12]([C:20]([F:23])([F:22])[F:21])[CH:11]=2)[C:6](=[O:24])[N:5]1[CH2:25][CH2:26][CH2:27][CH2:28][CH2:29][CH2:30][CH2:31][CH2:32][CH2:33][S:34]([CH2:36][CH2:37][CH2:38][C:39]([F:45])([F:44])[C:40]([F:43])([F:42])[F:41])=[O:35].[CH3:47]I.O, predict the reaction product. (3) Given the reactants C([O:3][C:4]([C:6]1[O:7][C:8]([CH2:11][O:12][C:13]2[CH:18]=[CH:17][C:16]([C:19]([C:24]3[CH:29]=[CH:28][C:27]([CH2:30][CH2:31][CH:32]([O:37][Si](C(C)(C)C)(C)C)[C:33]([CH3:36])([CH3:35])[CH3:34])=[C:26]([CH3:45])[CH:25]=3)([CH2:22][CH3:23])[CH2:20][CH3:21])=[CH:15][C:14]=2[CH3:46])=[CH:9][CH:10]=1)=[O:5])C.CCCC[N+](CCCC)(CCCC)CCCC.[F-].C(OCC)(=O)C, predict the reaction product. The product is: [CH2:20]([C:19]([C:16]1[CH:17]=[CH:18][C:13]([O:12][CH2:11][C:8]2[O:7][C:6]([C:4]([OH:5])=[O:3])=[CH:10][CH:9]=2)=[C:14]([CH3:46])[CH:15]=1)([C:24]1[CH:29]=[CH:28][C:27]([CH2:30][CH2:31][CH:32]([OH:37])[C:33]([CH3:35])([CH3:36])[CH3:34])=[C:26]([CH3:45])[CH:25]=1)[CH2:22][CH3:23])[CH3:21]. (4) Given the reactants [CH2:1]([N:8]1[CH2:13][CH2:12][N:11]([NH2:14])[CH2:10][CH2:9]1)[C:2]1[CH:7]=[CH:6][CH:5]=[CH:4][CH:3]=1.[O:15]=[C:16]1[C:24]2[C:19](=[CH:20][CH:21]=[CH:22][CH:23]=2)[C:18](=[O:25])[N:17]1[CH2:26][CH2:27][S:28](Cl)(=[O:30])=[O:29], predict the reaction product. The product is: [CH2:1]([N:8]1[CH2:9][CH2:10][N:11]([NH:14][S:28]([CH2:27][CH2:26][N:17]2[C:16](=[O:15])[C:24]3[C:19](=[CH:20][CH:21]=[CH:22][CH:23]=3)[C:18]2=[O:25])(=[O:29])=[O:30])[CH2:12][CH2:13]1)[C:2]1[CH:3]=[CH:4][CH:5]=[CH:6][CH:7]=1. (5) Given the reactants [CH3:1][C:2]1[CH:3]=[C:4]([NH:14][C:15](=[O:23])OC2C=CC=CC=2)[CH:5]=[CH:6][C:7]=1[CH2:8][NH:9][S:10]([CH3:13])(=[O:12])=[O:11].[C:24]1([CH3:42])[CH:29]=[CH:28][CH:27]=[C:26]([C:30]2[C:35]([CH2:36][NH2:37])=[CH:34][CH:33]=[C:32]([C:38]([F:41])([F:40])[F:39])[N:31]=2)[CH:25]=1, predict the reaction product. The product is: [CH3:1][C:2]1[CH:3]=[C:4]([NH:14][C:15]([NH:37][CH2:36][C:35]2[C:30]([C:26]3[CH:25]=[C:24]([CH3:42])[CH:29]=[CH:28][CH:27]=3)=[N:31][C:32]([C:38]([F:41])([F:39])[F:40])=[CH:33][CH:34]=2)=[O:23])[CH:5]=[CH:6][C:7]=1[CH2:8][NH:9][S:10]([CH3:13])(=[O:11])=[O:12]. (6) The product is: [C:2]([OH:1])(=[O:38])[C:25]([OH:27])=[O:28].[CH:32]([O:1][C:2]1[CH:24]=[CH:23][C:5]2[N:6]([C:17]3[CH:22]=[CH:21][CH:20]=[CH:19][N:18]=3)[C:7](/[CH:9]=[CH:10]/[C:11]3[CH:16]=[CH:15][CH:14]=[CH:13][CH:12]=3)=[N:8][C:4]=2[CH:3]=1)([CH3:34])[CH3:33]. Given the reactants [OH:1][C:2]1[CH:24]=[CH:23][C:5]2[N:6]([C:17]3[CH:22]=[CH:21][CH:20]=[CH:19][N:18]=3)[C:7](/[CH:9]=[CH:10]/[C:11]3[CH:16]=[CH:15][CH:14]=[CH:13][CH:12]=3)=[N:8][C:4]=2[CH:3]=1.[C:25](=[O:28])([O-:27])[O-].[K+].[K+].Br[CH:32]([CH3:34])[CH3:33].CN(C)C=[O:38], predict the reaction product. (7) The product is: [CH:12]([C:2]1[CH:11]=[CH:10][C:9]2[CH2:8][CH2:7][CH2:6][CH2:5][C:4]=2[N:3]=1)=[CH2:13]. Given the reactants Cl[C:2]1[CH:11]=[CH:10][C:9]2[CH2:8][CH2:7][CH2:6][CH2:5][C:4]=2[N:3]=1.[CH:12]([Sn](CCCC)(CCCC)CCCC)=[CH2:13], predict the reaction product. (8) Given the reactants [Br:1][C:2]1[CH:3]=[C:4]([N+:16]([O-])=O)[C:5]([N:8]2[CH2:13][CH2:12][O:11][C:10]([CH3:15])([CH3:14])[CH2:9]2)=[N:6][CH:7]=1.O.O.[Sn](Cl)Cl, predict the reaction product. The product is: [Br:1][C:2]1[CH:3]=[C:4]([NH2:16])[C:5]([N:8]2[CH2:13][CH2:12][O:11][C:10]([CH3:14])([CH3:15])[CH2:9]2)=[N:6][CH:7]=1.